Dataset: Forward reaction prediction with 1.9M reactions from USPTO patents (1976-2016). Task: Predict the product of the given reaction. (1) Given the reactants [C:1]1([S:7]([NH:10][C:11]2[CH:12]=[CH:13][C:14]([CH3:20])=[C:15]([N+:17]([O-])=O)[CH:16]=2)(=[O:9])=[O:8])[CH:6]=[CH:5][CH:4]=[CH:3][CH:2]=1.[H][H], predict the reaction product. The product is: [C:1]1([S:7]([NH:10][C:11]2[CH:12]=[CH:13][C:14]([CH3:20])=[C:15]([CH:16]=2)[NH2:17])(=[O:8])=[O:9])[CH:6]=[CH:5][CH:4]=[CH:3][CH:2]=1. (2) Given the reactants CN(C(ON1N=NC2C=CC=CC1=2)=[N+](C)C)C.F[P-](F)(F)(F)(F)F.[OH:25][C:26]([CH:28]([C:30]1[CH:39]=[CH:38][C:33]([CH2:34][CH:35]([CH3:37])[CH3:36])=[CH:32][CH:31]=1)[CH3:29])=[O:27].[CH2:40]1[O:45][CH:44]([C:46]2[CH:51]=[CH:50][CH:49]=[CH:48][CH:47]=2)[O:43][CH2:42][CH:41]1O.C(N(CC)CC)C, predict the reaction product. The product is: [CH2:34]([C:33]1[CH:32]=[CH:31][C:30]([CH:28]([CH3:29])[C:26]([O:25][CH:41]2[CH2:42][O:43][CH:44]([C:46]3[CH:47]=[CH:48][CH:49]=[CH:50][CH:51]=3)[O:45][CH2:40]2)=[O:27])=[CH:39][CH:38]=1)[CH:35]([CH3:36])[CH3:37]. (3) Given the reactants C([N:8]1[CH2:15][CH:14]2[CH2:16][CH:10]([CH2:11][N:12](CC3C=CC=CC=3)[CH2:13]2)[CH2:9]1)C1C=CC=CC=1.Cl, predict the reaction product. The product is: [CH:10]12[CH2:16][CH:14]([CH2:13][NH:12][CH2:11]1)[CH2:15][NH:8][CH2:9]2. (4) Given the reactants [C:1]([O:5][C:6](=[O:19])[N:7]([CH2:9][CH2:10][C@H:11]1[CH2:16][CH2:15][C@H:14]([CH:17]=O)[CH2:13][CH2:12]1)[CH3:8])([CH3:4])([CH3:3])[CH3:2].[CH2:20]([O:22][C:23](=[O:44])[CH:24]=P(C1C=CC=CC=1)(C1C=CC=CC=1)C1C=CC=CC=1)[CH3:21], predict the reaction product. The product is: [CH2:20]([O:22][C:23](=[O:44])/[CH:24]=[CH:17]/[C@H:14]1[CH2:15][CH2:16][C@H:11]([CH2:10][CH2:9][N:7]([C:6]([O:5][C:1]([CH3:4])([CH3:3])[CH3:2])=[O:19])[CH3:8])[CH2:12][CH2:13]1)[CH3:21]. (5) Given the reactants [Br:1][C:2]1[N:7]=[C:6]([C:8](=[O:11])[NH:9][CH3:10])[C:5]([NH:12][C:13]2[C:18]([C:19]([F:22])([F:21])[F:20])=[CH:17][N:16]=[C:15]([NH:23][C:24]3[CH:56]=[CH:55][C:27]([CH2:28][P:29](=[O:54])([O:33][CH2:34][C:35]4([CH2:39][N:40]5[CH:44]=[C:43]([B:45]6[O:49][C:48]([CH3:51])([CH3:50])[C:47]([CH3:53])([CH3:52])[O:46]6)[CH:42]=[N:41]5)[CH2:38][O:37][CH2:36]4)[O:30][CH2:31][CH3:32])=[CH:26][C:25]=3[O:57][CH3:58])[N:14]=2)=[CH:4][CH:3]=1.Br[C:60]1N=C(C(=O)NC)C(NC2C(C(F)(F)F)=CN=C(NC3C=CC(CP(=O)(O)OCC)=CC=3OC)N=2)=CC=1.CC1C(B2OC(C)(C)C(C)(C)O2)=CN(CC2(CO)COC2)N=1, predict the reaction product. The product is: [Br:1][C:2]1[N:7]=[C:6]([C:8](=[O:11])[NH:9][CH3:10])[C:5]([NH:12][C:13]2[C:18]([C:19]([F:21])([F:20])[F:22])=[CH:17][N:16]=[C:15]([NH:23][C:24]3[CH:56]=[CH:55][C:27]([CH2:28][P:29](=[O:54])([O:33][CH2:34][C:35]4([CH2:39][N:40]5[CH:44]=[C:43]([B:45]6[O:49][C:48]([CH3:50])([CH3:51])[C:47]([CH3:53])([CH3:52])[O:46]6)[C:42]([CH3:60])=[N:41]5)[CH2:38][O:37][CH2:36]4)[O:30][CH2:31][CH3:32])=[CH:26][C:25]=3[O:57][CH3:58])[N:14]=2)=[CH:4][CH:3]=1. (6) Given the reactants Cl[C:2]1[CH:7]=[CH:6][CH:5]=[C:4]([CH3:8])[N:3]=1.[C:9]([O:13][C:14]([CH3:17])([CH3:16])[CH3:15])(=[O:12])[NH:10][NH2:11].C(=O)([O-])[O-].[K+].[K+], predict the reaction product. The product is: [C:14]([O:13][C:9]([NH:10][NH:11][C:2]1[CH:7]=[CH:6][CH:5]=[C:4]([CH3:8])[N:3]=1)=[O:12])([CH3:17])([CH3:16])[CH3:15]. (7) Given the reactants [C:1]([C:5]1[CH:10]=[CH:9][C:8]([N:11]2[CH:15]([C:16]3[CH:21]=[CH:20][C:19]([N+:22]([O-])=O)=[CH:18][CH:17]=3)[CH2:14][CH2:13][CH:12]2[C:25]2[CH:30]=[CH:29][C:28]([C:31]3[N:32]=[C:33]([C@@H:36]4[CH2:40][CH2:39][CH2:38][N:37]4[C:41]([O:43][C:44]([CH3:47])([CH3:46])[CH3:45])=[O:42])[NH:34][CH:35]=3)=[CH:27][CH:26]=2)=[CH:7][CH:6]=1)([CH3:4])([CH3:3])[CH3:2].C1COCC1.[H][H], predict the reaction product. The product is: [NH2:22][C:19]1[CH:18]=[CH:17][C:16]([CH:15]2[N:11]([C:8]3[CH:9]=[CH:10][C:5]([C:1]([CH3:3])([CH3:4])[CH3:2])=[CH:6][CH:7]=3)[CH:12]([C:25]3[CH:30]=[CH:29][C:28]([C:31]4[N:32]=[C:33]([C@@H:36]5[CH2:40][CH2:39][CH2:38][N:37]5[C:41]([O:43][C:44]([CH3:47])([CH3:46])[CH3:45])=[O:42])[NH:34][CH:35]=4)=[CH:27][CH:26]=3)[CH2:13][CH2:14]2)=[CH:21][CH:20]=1. (8) Given the reactants [Cl:1][C:2]1[CH:3]=[C:4]2[C:8](=[CH:9][CH:10]=1)[NH:7][C:6]([C:11]([NH:13][C@H:14]1[CH2:19][CH2:18][C@H:17]([C:20]([O:22]CC)=[O:21])[CH2:16][C@H:15]1[NH:25][C:26]([C:28]1[S:29][C:30]3[CH2:31][N:32]([CH3:37])[CH2:33][CH2:34][C:35]=3[N:36]=1)=[O:27])=[O:12])=[CH:5]2.[OH-].[Na+].Cl, predict the reaction product. The product is: [Cl:1][C:2]1[CH:3]=[C:4]2[C:8](=[CH:9][CH:10]=1)[NH:7][C:6]([C:11]([NH:13][C@H:14]1[CH2:19][CH2:18][C@H:17]([C:20]([OH:22])=[O:21])[CH2:16][C@H:15]1[NH:25][C:26]([C:28]1[S:29][C:30]3[CH2:31][N:32]([CH3:37])[CH2:33][CH2:34][C:35]=3[N:36]=1)=[O:27])=[O:12])=[CH:5]2. (9) Given the reactants [CH3:1][O:2][C:3]1[CH:4]=[C:5]2[C:9](=[CH:10][CH:11]=1)[NH:8][C:7](=[O:12])[C:6]2=[O:13].[H-].[Na+].[CH:16]1[CH:21]=[CH:20][C:19]([CH2:22]Br)=[CH:18][CH:17]=1.O, predict the reaction product. The product is: [CH2:22]([N:8]1[C:9]2[C:5](=[CH:4][C:3]([O:2][CH3:1])=[CH:11][CH:10]=2)[C:6](=[O:13])[C:7]1=[O:12])[C:19]1[CH:20]=[CH:21][CH:16]=[CH:17][CH:18]=1. (10) Given the reactants [CH2:1]([N:3]1[CH2:8][CH2:7][NH:6][CH2:5][CH2:4]1)[CH3:2].C([O-])([O-])=O.[K+].[K+].Br[CH2:16][C:17]([O:19][CH2:20][CH3:21])=[O:18], predict the reaction product. The product is: [CH2:1]([N:3]1[CH2:8][CH2:7][N:6]([CH2:16][C:17]([O:19][CH2:20][CH3:21])=[O:18])[CH2:5][CH2:4]1)[CH3:2].